Regression/Classification. Given a drug SMILES string, predict its toxicity properties. Task type varies by dataset: regression for continuous values (e.g., LD50, hERG inhibition percentage) or binary classification for toxic/non-toxic outcomes (e.g., AMES mutagenicity, cardiotoxicity, hepatotoxicity). Dataset: ld50_zhu. From a dataset of Acute oral toxicity (LD50) regression data from Zhu et al.. (1) The drug is CCOC(=O)C(CC)(C(=O)NCCN(CC)CC)c1ccccc1. The rat oral LD50 is 2.74, given as -log10 of the dose in mol/kg body weight (higher means more acutely toxic). (2) The rat oral LD50 is 2.55, given as -log10 of the dose in mol/kg body weight (higher means more acutely toxic). The compound is C=CCC1=C(C)C(OC(=O)C2C(C=C(C)C)C2(C)C)CC1=O.